The task is: Predict the reaction yield, written as a fraction of the theoretical maximum amount of product (1.0 means a 100% yield; for example, 0.34 means a 34% yield).. This data is from Reaction yield outcomes from USPTO patents with 853,638 reactions. (1) The reactants are [Cl:1][C:2]1[CH:10]=[C:6]([C:7]([OH:9])=O)[C:5]([OH:11])=[CH:4][CH:3]=1.[NH2:12][C:13]1[CH:14]=[C:15]([N:19]2[C:23]([C:24]3[CH:29]=[CH:28][CH:27]=[CH:26][CH:25]=3)=[CH:22][C:21]([C:30]([F:33])([F:32])[F:31])=[N:20]2)[CH:16]=[CH:17][CH:18]=1. No catalyst specified. The product is [Cl:1][C:2]1[CH:3]=[CH:4][C:5]([OH:11])=[C:6]([CH:10]=1)[C:7]([NH:12][C:13]1[CH:18]=[CH:17][CH:16]=[C:15]([N:19]2[C:23]([C:24]3[CH:29]=[CH:28][CH:27]=[CH:26][CH:25]=3)=[CH:22][C:21]([C:30]([F:33])([F:32])[F:31])=[N:20]2)[CH:14]=1)=[O:9]. The yield is 0.744. (2) The reactants are C([Li])CCC.Br[C:7]1[CH:12]=[CH:11][CH:10]=[C:9]([Br:13])[N:8]=1.[P:14](Cl)([C:21]1[CH:26]=[CH:25][CH:24]=[CH:23][CH:22]=1)[C:15]1[CH:20]=[CH:19][CH:18]=[CH:17][CH:16]=1.O. The catalyst is C(Cl)Cl. The product is [Br:13][C:9]1[CH:10]=[CH:11][CH:12]=[C:7]([P:14]([C:21]2[CH:22]=[CH:23][CH:24]=[CH:25][CH:26]=2)[C:15]2[CH:20]=[CH:19][CH:18]=[CH:17][CH:16]=2)[N:8]=1. The yield is 0.900. (3) The reactants are C([SiH2][O:6][C:7](C)(C)[C:8]1[CH:9]=[CH:10][C:11]([NH:14][C:15](=[O:34])[C:16]2[CH:21]=[C:20]([O:22][CH2:23][CH2:24][C:25]3[CH:29]=[CH:28][S:27][CH:26]=3)[CH:19]=[C:18]([O:30][CH:31]([CH3:33])[CH3:32])[CH:17]=2)=[N:12][CH:13]=1)(C)(C)C.[F-].C([N+](CCCC)(CCCC)CCCC)CCC. The catalyst is C1COCC1. The product is [OH:6][CH2:7][C:8]1[CH:9]=[CH:10][C:11]([NH:14][C:15](=[O:34])[C:16]2[CH:21]=[C:20]([O:22][CH2:23][CH2:24][C:25]3[CH:29]=[CH:28][S:27][CH:26]=3)[CH:19]=[C:18]([O:30][CH:31]([CH3:32])[CH3:33])[CH:17]=2)=[N:12][CH:13]=1. The yield is 0.749. (4) The reactants are [OH:1][C:2]1[C:3]([CH3:11])=[C:4]([CH:8]=[CH:9][CH:10]=1)[C:5]([OH:7])=[O:6].OS(O)(=O)=O.[CH3:17]O. No catalyst specified. The product is [CH3:17][O:6][C:5](=[O:7])[C:4]1[CH:8]=[CH:9][CH:10]=[C:2]([OH:1])[C:3]=1[CH3:11]. The yield is 0.870. (5) The reactants are C([O:3][C:4](=[O:33])[CH:5]([O:31][CH3:32])[CH2:6][C:7]1[CH:12]=[CH:11][C:10]([O:13][CH2:14][CH2:15][CH2:16][O:17][C:18]2[CH:23]=[CH:22][C:21]([C:24]3[CH:29]=[CH:28][CH:27]=[CH:26][CH:25]=3)=[CH:20][CH:19]=2)=[C:9]([Cl:30])[CH:8]=1)C.[OH-].[Na+]. The catalyst is O. The product is [C:21]1([C:24]2[CH:25]=[CH:26][CH:27]=[CH:28][CH:29]=2)[CH:22]=[CH:23][C:18]([O:17][CH2:16][CH2:15][CH2:14][O:13][C:10]2[CH:11]=[CH:12][C:7]([CH2:6][C@H:5]([O:31][CH3:32])[C:4]([OH:33])=[O:3])=[CH:8][C:9]=2[Cl:30])=[CH:19][CH:20]=1. The yield is 0.380.